From a dataset of Full USPTO retrosynthesis dataset with 1.9M reactions from patents (1976-2016). Predict the reactants needed to synthesize the given product. (1) Given the product [C:1]([C:3]1([NH:6][C:7](=[O:34])[C@@H:8]([NH:9][C@@H:10]([C:15]2[CH:20]=[CH:19][C:18]([C:21]3[CH:26]=[CH:25][C:24]([CH3:36])=[CH:23][CH:22]=3)=[CH:17][CH:16]=2)[C:11]([F:14])([F:13])[F:12])[CH2:31][CH2:32][CH3:33])[CH2:5][CH2:4]1)#[N:2], predict the reactants needed to synthesize it. The reactants are: [C:1]([C:3]1([NH:6][C:7](=[O:34])[C@H:8]([CH2:31][CH2:32][CH3:33])[NH:9][C@@H:10]([C:15]2[CH:20]=[CH:19][C:18]([C:21]3[CH:26]=[CH:25][C:24](S(C)(=O)=O)=[CH:23][CH:22]=3)=[CH:17][CH:16]=2)[C:11]([F:14])([F:13])[F:12])[CH2:5][CH2:4]1)#[N:2].B(O)(O)[C:36]1C=CC(C)=CC=1.BrC1C=CC([C@H](N[C@H](C(NC2(C#N)CC2)=O)CCC)C(F)(F)F)=CC=1. (2) Given the product [ClH:1].[CH2:6]([C:5]1[N:13]=[C:16]([NH2:17])[NH:15][CH:4]=1)[CH2:7][CH2:8][CH2:9][CH2:10][C:11]#[CH:12], predict the reactants needed to synthesize it. The reactants are: [ClH:1].CO[C:4](=O)[CH:5]([NH2:13])[CH2:6][CH2:7][CH2:8][CH2:9][CH2:10][C:11]#[CH:12].[N:15]#[C:16][NH2:17]. (3) Given the product [C:11]([Si:2]([CH3:10])([CH3:9])[CH2:3][CH2:4][Si:5]([C:16]#[CH:17])([CH3:7])[CH3:6])#[CH:12], predict the reactants needed to synthesize it. The reactants are: Cl[Si:2]([CH3:10])([CH3:9])[CH2:3][CH2:4][Si:5](Cl)([CH3:7])[CH3:6].[C-:11]#[C-:12].[Na+].[Na+].O1CC[CH2:17][CH2:16]1. (4) Given the product [Cl:38][C:35]1[CH:36]=[CH:37][C:29]([NH:28][C:26](=[O:27])[CH2:25][O:24][CH2:23][C:22]([NH:21][C:19]2[CH:20]=[C:15]([C:9]3[CH:8]=[CH:7][CH:6]=[C:5]4[C:10]=3[N:1]=[CH:2][CH:3]=[CH:4]4)[CH:16]=[CH:17][C:18]=2[CH3:40])=[O:39])=[C:30]([CH:34]=1)[C:31]([OH:33])=[O:32], predict the reactants needed to synthesize it. The reactants are: [N:1]1[C:10]2[C:5](=[CH:6][CH:7]=[CH:8][C:9]=2B(O)O)[CH:4]=[CH:3][CH:2]=1.Br[C:15]1[CH:16]=[CH:17][C:18]([CH3:40])=[C:19]([NH:21][C:22](=[O:39])[CH2:23][O:24][CH2:25][C:26]([NH:28][C:29]2[CH:37]=[CH:36][C:35]([Cl:38])=[CH:34][C:30]=2[C:31]([OH:33])=[O:32])=[O:27])[CH:20]=1. (5) Given the product [CH2:34]([N:31]([CH2:32][CH3:33])[CH2:30][CH2:29][CH2:28][CH:26]([NH:25][C:20]1[N:19]=[CH:18][C:17]2[C:22](=[CH:23][CH:24]=[C:15]([C:14]3[C:9](=[O:8])[NH:10][CH:11]=[CH:12][C:13]=3[CH3:36])[CH:16]=2)[N:21]=1)[CH3:27])[CH3:35], predict the reactants needed to synthesize it. The reactants are: C([O:8][C:9]1[C:14]([C:15]2[CH:16]=[C:17]3[C:22](=[CH:23][CH:24]=2)[N:21]=[C:20]([NH:25][CH:26]([CH2:28][CH2:29][CH2:30][N:31]([CH2:34][CH3:35])[CH2:32][CH3:33])[CH3:27])[N:19]=[CH:18]3)=[C:13]([CH3:36])[CH:12]=[CH:11][N:10]=1)C1C=CC=CC=1.